This data is from NCI-60 drug combinations with 297,098 pairs across 59 cell lines. The task is: Regression. Given two drug SMILES strings and cell line genomic features, predict the synergy score measuring deviation from expected non-interaction effect. (1) Drug 1: CC12CCC(CC1=CCC3C2CCC4(C3CC=C4C5=CN=CC=C5)C)O. Drug 2: C1CC(C1)(C(=O)O)C(=O)O.[NH2-].[NH2-].[Pt+2]. Cell line: RXF 393. Synergy scores: CSS=55.7, Synergy_ZIP=2.06, Synergy_Bliss=4.59, Synergy_Loewe=5.42, Synergy_HSA=6.92. (2) Drug 2: CCN(CC)CCCC(C)NC1=C2C=C(C=CC2=NC3=C1C=CC(=C3)Cl)OC. Cell line: SNB-75. Drug 1: C(CC(=O)O)C(=O)CN.Cl. Synergy scores: CSS=23.0, Synergy_ZIP=-7.01, Synergy_Bliss=-0.765, Synergy_Loewe=3.40, Synergy_HSA=3.70. (3) Drug 1: C1CCC(CC1)NC(=O)N(CCCl)N=O. Drug 2: C#CCC(CC1=CN=C2C(=N1)C(=NC(=N2)N)N)C3=CC=C(C=C3)C(=O)NC(CCC(=O)O)C(=O)O. Cell line: HOP-92. Synergy scores: CSS=24.1, Synergy_ZIP=-7.64, Synergy_Bliss=-3.82, Synergy_Loewe=-3.98, Synergy_HSA=-3.96. (4) Drug 1: C1CCC(CC1)NC(=O)N(CCCl)N=O. Drug 2: C1CN(P(=O)(OC1)NCCCl)CCCl. Cell line: SN12C. Synergy scores: CSS=12.8, Synergy_ZIP=-4.52, Synergy_Bliss=-2.88, Synergy_Loewe=-9.98, Synergy_HSA=-3.75. (5) Drug 1: C1CCC(C1)C(CC#N)N2C=C(C=N2)C3=C4C=CNC4=NC=N3. Drug 2: CCC1=C2CN3C(=CC4=C(C3=O)COC(=O)C4(CC)O)C2=NC5=C1C=C(C=C5)O. Cell line: MOLT-4. Synergy scores: CSS=65.5, Synergy_ZIP=0.722, Synergy_Bliss=0.885, Synergy_Loewe=-26.6, Synergy_HSA=1.93.